From a dataset of TCR-epitope binding with 47,182 pairs between 192 epitopes and 23,139 TCRs. Binary Classification. Given a T-cell receptor sequence (or CDR3 region) and an epitope sequence, predict whether binding occurs between them. (1) The epitope is FLRGRAYGL. The TCR CDR3 sequence is CASSLWGEGLTPEAFF. Result: 1 (the TCR binds to the epitope). (2) The epitope is KLSALGINAV. The TCR CDR3 sequence is CASSTPGEQFF. Result: 0 (the TCR does not bind to the epitope). (3) The epitope is AYILFTRFFYV. The TCR CDR3 sequence is CASSWGWGNNEQFF. Result: 0 (the TCR does not bind to the epitope). (4) The epitope is LLQTGIHVRVSQPSL. The TCR CDR3 sequence is CSARDGVRQYF. Result: 0 (the TCR does not bind to the epitope). (5) The epitope is VTIAEILLI. The TCR CDR3 sequence is CARGSERNTIYF. Result: 0 (the TCR does not bind to the epitope).